Regression. Given a peptide amino acid sequence and an MHC pseudo amino acid sequence, predict their binding affinity value. This is MHC class II binding data. From a dataset of Peptide-MHC class II binding affinity with 134,281 pairs from IEDB. (1) The peptide sequence is AAFRTAATAADAA. The MHC is DRB1_0401 with pseudo-sequence DRB1_0401. The binding affinity (normalized) is 0.364. (2) The binding affinity (normalized) is 0.393. The MHC is DRB1_1101 with pseudo-sequence DRB1_1101. The peptide sequence is PRRWLRFCNPELSEI. (3) The peptide sequence is DVKFPGGGQIVGGVQ. The MHC is HLA-DQA10501-DQB10301 with pseudo-sequence HLA-DQA10501-DQB10301. The binding affinity (normalized) is 0.708. (4) The peptide sequence is MVSRLLLNRFTMTHRR. The MHC is DRB1_0401 with pseudo-sequence DRB1_0401. The binding affinity (normalized) is 0.626. (5) The MHC is HLA-DPA10201-DPB11401 with pseudo-sequence HLA-DPA10201-DPB11401. The peptide sequence is LKKYFAATQFEPLAA. The binding affinity (normalized) is 0.758. (6) The peptide sequence is VSIISILKGVINIWG. The MHC is DRB1_1101 with pseudo-sequence DRB1_1101. The binding affinity (normalized) is 0.665. (7) The peptide sequence is FNFSQDDLLTEDVMI. The MHC is DRB3_0101 with pseudo-sequence DRB3_0101. The binding affinity (normalized) is 0.403. (8) The peptide sequence is LQSLGAEIAVEQAAL. The MHC is HLA-DPA10201-DPB10501 with pseudo-sequence HLA-DPA10201-DPB10501. The binding affinity (normalized) is 0.112.